Dataset: Catalyst prediction with 721,799 reactions and 888 catalyst types from USPTO. Task: Predict which catalyst facilitates the given reaction. (1) Reactant: [Cl:1][C:2]1[CH:7]=[CH:6][C:5]([N:8]2[C@@H:12]([C:13]3[CH:18]=[CH:17][CH:16]=[C:15]([O:19][CH3:20])[CH:14]=3)[C@H:11]([CH2:21]O)[O:10][C:9]2=[O:23])=[CH:4][CH:3]=1.[C:24]1([C:30]2[NH:34][N:33]=[N:32][N:31]=2)[CH:29]=[CH:28][CH:27]=[CH:26][CH:25]=1.C1(P(C2C=CC=CC=2)C2C=CC=CC=2)C=CC=CC=1.CC(OC(/N=N/C(OC(C)C)=O)=O)C. Product: [Cl:1][C:2]1[CH:3]=[CH:4][C:5]([N:8]2[C@@H:12]([C:13]3[CH:18]=[CH:17][CH:16]=[C:15]([O:19][CH3:20])[CH:14]=3)[C@H:11]([CH2:21][N:32]3[N:33]=[N:34][C:30]([C:24]4[CH:29]=[CH:28][CH:27]=[CH:26][CH:25]=4)=[N:31]3)[O:10][C:9]2=[O:23])=[CH:6][CH:7]=1. The catalyst class is: 2. (2) Reactant: O.[OH-].[Li+].C[O:5][C:6]([C:8]1[O:9][C:10]([CH2:13][O:14][C:15]2[CH:20]=[CH:19][C:18]([C:21]3[CH:26]=[CH:25][CH:24]=[CH:23][CH:22]=3)=[CH:17][CH:16]=2)=[CH:11][CH:12]=1)=[O:7]. Product: [C:18]1([C:21]2[CH:26]=[CH:25][CH:24]=[CH:23][CH:22]=2)[CH:17]=[CH:16][C:15]([O:14][CH2:13][C:10]2[O:9][C:8]([C:6]([OH:7])=[O:5])=[CH:12][CH:11]=2)=[CH:20][CH:19]=1. The catalyst class is: 132. (3) Reactant: [NH2:1][C@H:2]1[CH2:7][CH2:6][C@H:5]([CH2:8][NH:9][C:10](=[O:25])[C:11]2[CH:16]=[C:15]([C:17]([F:20])([F:19])[F:18])[CH:14]=[C:13]([C:21]([F:24])([F:23])[F:22])[CH:12]=2)[CH2:4][CH2:3]1.[OH:26][C:27]1[CH:34]=[CH:33][CH:32]=[CH:31][C:28]=1[CH:29]=O.CC(O)=O.[BH-](OC(C)=O)(OC(C)=O)OC(C)=O.[Na+]. Product: [OH:26][C:27]1[CH:34]=[CH:33][CH:32]=[CH:31][C:28]=1[CH2:29][NH:1][C@H:2]1[CH2:3][CH2:4][C@H:5]([CH2:8][NH:9][C:10](=[O:25])[C:11]2[CH:16]=[C:15]([C:17]([F:19])([F:20])[F:18])[CH:14]=[C:13]([C:21]([F:22])([F:23])[F:24])[CH:12]=2)[CH2:6][CH2:7]1. The catalyst class is: 2. (4) Reactant: [CH3:1][O:2][C:3]1[CH:8]=[CH:7][C:6]([CH:9]2[CH:14]3[CH:10]2[CH2:11][NH:12][CH2:13]3)=[CH:5][CH:4]=1.[NH2:15][C:16]1[CH:17]=[C:18]([CH:22]=[CH:23][C:24]=1[CH3:25])[C:19](O)=[O:20].Cl.C(N=C=NCCCN(C)C)C.ON1C2C=CC=CC=2N=N1.C(N(C(C)C)CC)(C)C.C([O-])(O)=O.[Na+]. Product: [NH2:15][C:16]1[CH:17]=[C:18]([C:19]([N:12]2[CH2:13][CH:14]3[CH:10]([CH:9]3[C:6]3[CH:7]=[CH:8][C:3]([O:2][CH3:1])=[CH:4][CH:5]=3)[CH2:11]2)=[O:20])[CH:22]=[CH:23][C:24]=1[CH3:25]. The catalyst class is: 3. (5) Reactant: [C:1](N)(=O)C.COC(OC)[N:8]([CH3:10])[CH3:9].[Br:13][C:14]1[CH:15]=[N:16][CH:17]=[C:18]([F:22])[C:19]=1[NH:20][NH2:21].O1CCOCC1CC(O)=O. Product: [Br:13][C:14]1[CH:15]=[N:16][CH:17]=[C:18]([F:22])[C:19]=1[N:20]1[C:10]([CH3:1])=[N:8][CH:9]=[N:21]1. The catalyst class is: 12. (6) Reactant: [C:1]1([S:7]([C:10]2[C:19]3[C:14](=[CH:15][CH:16]=[CH:17][CH:18]=3)[C:13](Br)=[CH:12][CH:11]=2)(=[O:9])=[O:8])[CH:6]=[CH:5][CH:4]=[CH:3][CH:2]=1.C(=O)([O-])[O-].[K+].[K+].[NH:27]1[CH2:32][CH2:31][NH:30][CH2:29][CH2:28]1.[CH3:33][S:34]([OH:37])(=[O:36])=[O:35]. Product: [CH3:33][S:34]([OH:37])(=[O:36])=[O:35].[C:1]1([S:7]([C:10]2[C:19]3[C:14](=[CH:15][CH:16]=[CH:17][CH:18]=3)[C:13]([N:27]3[CH2:32][CH2:31][NH:30][CH2:29][CH2:28]3)=[CH:12][CH:11]=2)(=[O:9])=[O:8])[CH:6]=[CH:5][CH:4]=[CH:3][CH:2]=1. The catalyst class is: 10. (7) Reactant: [C:1]([O:5][C:6]([N:8]1[C@:12]([CH3:16])([C:13]([OH:15])=O)[CH2:11][O:10][C:9]1([CH3:18])[CH3:17])=[O:7])([CH3:4])([CH3:3])[CH3:2].[C:19]([NH:22][NH2:23])(=[O:21])[CH3:20].ON1C2C=CC=CC=2N=N1.C(N(C(C)C)CC)(C)C.Cl.CN(C)CCCN=C=NCC. Product: [C:19]([NH:22][NH:23][C:13]([C@:12]1([CH3:16])[CH2:11][O:10][C:9]([CH3:18])([CH3:17])[N:8]1[C:6]([O:5][C:1]([CH3:2])([CH3:3])[CH3:4])=[O:7])=[O:15])(=[O:21])[CH3:20]. The catalyst class is: 136. (8) Reactant: [CH:1]([S:4]([C:7]1[CH:13]=[CH:12][CH:11]=[CH:10][C:8]=1[NH2:9])(=[O:6])=[O:5])([CH3:3])[CH3:2].[H-].[Na+].[Cl:16][C:17]1[N:22]=[C:21](Cl)[C:20]([Cl:24])=[CH:19][N:18]=1.O. Product: [Cl:16][C:17]1[N:22]=[C:21]([NH:9][C:8]2[CH:10]=[CH:11][CH:12]=[CH:13][C:7]=2[S:4]([CH:1]([CH3:3])[CH3:2])(=[O:6])=[O:5])[C:20]([Cl:24])=[CH:19][N:18]=1. The catalyst class is: 3. (9) Reactant: Cl[CH2:2][C:3]([NH:5][C:6]1[CH:7]=[C:8]([CH:23]=[CH:24][C:25]=1[O:26][C:27]([F:30])([F:29])[F:28])[C:9]([NH:11][C:12]1[S:13][C:14]([C:17]2[CH:22]=[CH:21][CH:20]=[CH:19][CH:18]=2)=[N:15][N:16]=1)=[O:10])=[O:4].Cl.[O:32]1[CH2:38][CH2:37][CH2:36][NH:35][CH2:34][CH2:33]1.[I-].[K+].C(N(C(C)C)C(C)C)C. Product: [O:32]1[CH2:38][CH2:37][CH2:36][N:35]([CH2:2][C:3]([NH:5][C:6]2[CH:7]=[C:8]([CH:23]=[CH:24][C:25]=2[O:26][C:27]([F:30])([F:29])[F:28])[C:9]([NH:11][C:12]2[S:13][C:14]([C:17]3[CH:22]=[CH:21][CH:20]=[CH:19][CH:18]=3)=[N:15][N:16]=2)=[O:10])=[O:4])[CH2:34][CH2:33]1. The catalyst class is: 3.